This data is from Reaction yield outcomes from USPTO patents with 853,638 reactions. The task is: Predict the reaction yield, written as a fraction of the theoretical maximum amount of product (1.0 means a 100% yield; for example, 0.34 means a 34% yield). (1) The reactants are [CH2:1]([C@@H:8]1[CH2:12][O:11][C:10](=[O:13])[N:9]1[C:14](=[O:19])[CH2:15][CH2:16][CH:17]=[CH2:18])[C:2]1[CH:7]=[CH:6][CH:5]=[CH:4][CH:3]=1.[Li+].C[Si]([N-][Si](C)(C)C)(C)C.[CH2:30]([O:37][C:38]1[CH:39]=[C:40]([CH3:47])[C:41]([CH2:45]Br)=[C:42]([CH3:44])[CH:43]=1)[C:31]1[CH:36]=[CH:35][CH:34]=[CH:33][CH:32]=1. The catalyst is C1COCC1. The yield is 0.780. The product is [CH2:1]([C@@H:8]1[CH2:12][O:11][C:10](=[O:13])[N:9]1[C:14](=[O:19])[C@H:15]([CH2:45][C:41]1[C:42]([CH3:44])=[CH:43][C:38]([O:37][CH2:30][C:31]2[CH:36]=[CH:35][CH:34]=[CH:33][CH:32]=2)=[CH:39][C:40]=1[CH3:47])[CH2:16][CH:17]=[CH2:18])[C:2]1[CH:3]=[CH:4][CH:5]=[CH:6][CH:7]=1. (2) The reactants are [NH2:1][C:2]1[CH:20]=[CH:19][C:5]([O:6][C:7]2[C:12]3[NH:13][C:14](=[O:18])[C:15]([CH3:17])=[N:16][C:11]=3[N:10]=[CH:9][CH:8]=2)=[CH:4][C:3]=1[F:21].[F:22][C:23]1[CH:28]=[CH:27][C:26]([C:29]([F:32])([F:31])[F:30])=[CH:25][C:24]=1[N:33]=[C:34]=[O:35]. No catalyst specified. The product is [F:21][C:3]1[CH:4]=[C:5]([O:6][C:7]2[C:12]3[NH:13][C:14](=[O:18])[C:15]([CH3:17])=[N:16][C:11]=3[N:10]=[CH:9][CH:8]=2)[CH:19]=[CH:20][C:2]=1[NH:1][C:34]([NH:33][C:24]1[CH:25]=[C:26]([C:29]([F:30])([F:32])[F:31])[CH:27]=[CH:28][C:23]=1[F:22])=[O:35]. The yield is 0.850. (3) The reactants are [CH3:1][S:2][C:3]1[CH:8]=[CH:7][C:6]([C:9]2[N:14]=[CH:13][C:12]([O:15][CH2:16][CH:17]3[CH2:22][CH2:21][N:20]([C:23]([O:25][CH:26]([CH3:28])[CH3:27])=[O:24])[CH2:19][CH2:18]3)=[CH:11][CH:10]=2)=[CH:5][CH:4]=1.OO.[F:31][C:32]([F:40])([F:39])C([OH:38])C(F)(F)F. No catalyst specified. The product is [F:31][C:32]([F:40])([F:39])[C:23]([OH:25])=[O:24].[CH3:1][S:2]([C:3]1[CH:8]=[CH:7][C:6]([C:9]2[N:14]=[CH:13][C:12]([O:15][CH2:16][CH:17]3[CH2:22][CH2:21][N:20]([C:23]([O:25][CH:26]([CH3:28])[CH3:27])=[O:24])[CH2:19][CH2:18]3)=[CH:11][CH:10]=2)=[CH:5][CH:4]=1)=[O:38]. The yield is 0.990. (4) The reactants are Cl.[CH3:2][O:3][C:4](=[O:26])[C@H:5]([CH2:22][CH2:23][S:24][CH3:25])[NH:6][C:7](=[O:21])[C:8]1[CH:13]=[CH:12][C:11]([NH2:14])=[CH:10][C:9]=1[C:15]1[CH:20]=[CH:19][CH:18]=[CH:17][CH:16]=1.Cl.[CH3:28][N:29]1[CH:33]=[C:32]([CH2:34][C:35](O)=[O:36])[N:31]=[CH:30]1.C(N(C(C)C)CC)(C)C.CN(C(ON1N=NC2C1=CC=CC=2)=[N+](C)C)C.F[P-](F)(F)(F)(F)F. The catalyst is C(Cl)Cl. The product is [CH3:2][O:3][C:4](=[O:26])[C@H:5]([CH2:22][CH2:23][S:24][CH3:25])[NH:6][C:7](=[O:21])[C:8]1[CH:13]=[CH:12][C:11]([NH:14][C:35](=[O:36])[CH2:34][C:32]2[N:31]=[CH:30][N:29]([CH3:28])[CH:33]=2)=[CH:10][C:9]=1[C:15]1[CH:16]=[CH:17][CH:18]=[CH:19][CH:20]=1. The yield is 0.780. (5) The reactants are [CH3:1][O:2][C:3]([NH:5][C@H:6]([C:11]([N:13]1[C@@H:17]([CH3:18])[CH2:16][CH2:15][C@H:14]1[C:19]1[NH:20][C:21]([C:24]2[CH:29]=[C:28]3[CH2:30][O:31][C:32]4[CH:59]=[C:58]5[C:35]([CH:36]=[CH:37][C:38]6[N:42]=[C:41]([C@@H:43]7[CH2:47][C@H:46]([CH2:48][O:49][CH3:50])[CH2:45][N:44]7C(OC(C)(C)C)=O)[NH:40][C:39]=65)=[CH:34][C:33]=4[C:27]3=[CH:26][CH:25]=2)=[CH:22][N:23]=1)=[O:12])[C@H:7]([CH2:9][CH3:10])[CH3:8])=[O:4].Cl.[CH3:61][O:62][C:63]([NH:65][C@@H:66]([CH:70]([CH3:72])[CH3:71])[C:67](O)=[O:68])=[O:64].CN(C(ON1N=NC2C=CC=NC1=2)=[N+](C)C)C.F[P-](F)(F)(F)(F)F.CCN(C(C)C)C(C)C. The catalyst is C(Cl)Cl.CO.CN(C=O)C.[Li+].[OH-]. The product is [CH3:1][O:2][C:3]([NH:5][C@@H:6]([C@@H:7]([CH3:8])[CH2:9][CH3:10])[C:11]([N:13]1[C@@H:17]([CH3:18])[CH2:16][CH2:15][C@H:14]1[C:19]1[NH:20][C:21]([C:24]2[CH:29]=[C:28]3[CH2:30][O:31][C:32]4[CH:59]=[C:58]5[C:35]([CH:36]=[CH:37][C:38]6[N:42]=[C:41]([C@@H:43]7[CH2:47][C@H:46]([CH2:48][O:49][CH3:50])[CH2:45][N:44]7[C:67](=[O:68])[C@@H:66]([NH:65][C:63](=[O:64])[O:62][CH3:61])[CH:70]([CH3:72])[CH3:71])[NH:40][C:39]=65)=[CH:34][C:33]=4[C:27]3=[CH:26][CH:25]=2)=[CH:22][N:23]=1)=[O:12])=[O:4]. The yield is 0.380. (6) The reactants are [NH2:1][C:2]1[S:3][C:4]([C:12]2[CH:13]=[CH:14][C:15](Cl)=[N:16][CH:17]=2)=[C:5]([C:7]2[O:8][CH:9]=[CH:10][CH:11]=2)[N:6]=1.[CH3:19][OH:20].C[O-].[Na+]. The catalyst is O1CCOCC1. The product is [NH2:1][C:2]1[S:3][C:4]([C:12]2[CH:13]=[CH:14][C:15]([O:20][CH3:19])=[N:16][CH:17]=2)=[C:5]([C:7]2[O:8][CH:9]=[CH:10][CH:11]=2)[N:6]=1. The yield is 0.600.